Dataset: Catalyst prediction with 721,799 reactions and 888 catalyst types from USPTO. Task: Predict which catalyst facilitates the given reaction. (1) Reactant: [CH2:1]([N:4]([CH2:42][CH2:43][CH3:44])[CH2:5][C@H:6]([NH:8][C:9]([C:11]1[CH:16]=[CH:15][C:14]([C:17]2[CH2:21][CH2:20][C@:19]([C:34]3[CH:39]=[CH:38][CH:37]=[C:36]([F:40])[C:35]=3[CH3:41])([C:22]([O:24]CC3C=CC(OC)=CC=3)=[O:23])[CH:18]=2)=[CH:13][CH:12]=1)=[O:10])[CH3:7])[CH2:2][CH3:3].C([O-])=O.[NH4+]. Product: [CH2:1]([N:4]([CH2:42][CH2:43][CH3:44])[CH2:5][C@H:6]([NH:8][C:9]([C:11]1[CH:16]=[CH:15][C:14]([CH:17]2[CH2:21][CH2:20][C@:19]([C:34]3[CH:39]=[CH:38][CH:37]=[C:36]([F:40])[C:35]=3[CH3:41])([C:22]([OH:24])=[O:23])[CH2:18]2)=[CH:13][CH:12]=1)=[O:10])[CH3:7])[CH2:2][CH3:3]. The catalyst class is: 19. (2) Product: [Br:16][C:17]1[C:18]([N:1]2[CH2:7][CH2:6][CH2:5][CH2:4][C@H:3]([NH:8][C:9](=[O:15])[O:10][C:11]([CH3:12])([CH3:14])[CH3:13])[CH2:2]2)=[C:19]2[C:25]([NH:26][C:27]([CH:29]3[CH2:30][CH2:31]3)=[O:28])=[CH:24][NH:23][C:20]2=[N:21][CH:22]=1. The catalyst class is: 114. Reactant: [NH:1]1[CH2:7][CH2:6][CH2:5][CH2:4][C@H:3]([NH:8][C:9](=[O:15])[O:10][C:11]([CH3:14])([CH3:13])[CH3:12])[CH2:2]1.[Br:16][C:17]1[C:18](F)=[C:19]2[C:25]([NH:26][C:27]([CH:29]3[CH2:31][CH2:30]3)=[O:28])=[CH:24][NH:23][C:20]2=[N:21][CH:22]=1.